The task is: Binary classification across 12 toxicity assays.. This data is from Tox21: 12 toxicity assays (nuclear receptors and stress response pathways). (1) The drug is CCCCNC(N)=O. It tested positive (active) for: SR-HSE (Heat Shock Element response). (2) The molecule is CC(=O)CC(c1ccccc1)c1c(O)c2ccccc2oc1=O. It tested positive (active) for: NR-PPAR-gamma (PPAR-gamma nuclear receptor agonist), and SR-MMP (Mitochondrial Membrane Potential disruption).